This data is from Catalyst prediction with 721,799 reactions and 888 catalyst types from USPTO. The task is: Predict which catalyst facilitates the given reaction. (1) Reactant: [Si:1]([O:8][CH2:9][CH2:10][C:11]1[CH:18]=[CH:17][C:14]([CH:15]=[O:16])=[C:13]([OH:19])[CH:12]=1)([C:4]([CH3:7])([CH3:6])[CH3:5])([CH3:3])[CH3:2].[CH2:20](Cl)[C:21]1[CH:26]=[CH:25][CH:24]=[CH:23][CH:22]=1.C(=O)([O-])[O-].[K+].[K+].O. Product: [CH2:20]([O:19][C:13]1[CH:12]=[C:11]([CH2:10][CH2:9][O:8][Si:1]([C:4]([CH3:6])([CH3:7])[CH3:5])([CH3:3])[CH3:2])[CH:18]=[CH:17][C:14]=1[CH:15]=[O:16])[C:21]1[CH:26]=[CH:25][CH:24]=[CH:23][CH:22]=1. The catalyst class is: 13. (2) Reactant: [Cl:1][C:2]1[CH:7]=[CH:6][C:5]([NH:8][C:9](=[O:19])[CH2:10][CH2:11][C:12]2[CH:17]=[CH:16][CH:15]=[C:14]([OH:18])[CH:13]=2)=[CH:4][C:3]=1[C:20]([F:23])([F:22])[F:21].[Cl:24][C:25]1[N:30]=[C:29](Cl)[CH:28]=[CH:27][N:26]=1.C(=O)([O-])[O-].[Cs+].[Cs+].CN(C=O)C. Product: [Cl:24][C:25]1[N:30]=[C:29]([O:18][C:14]2[CH:13]=[C:12]([CH2:11][CH2:10][C:9]([NH:8][C:5]3[CH:6]=[CH:7][C:2]([Cl:1])=[C:3]([C:20]([F:21])([F:22])[F:23])[CH:4]=3)=[O:19])[CH:17]=[CH:16][CH:15]=2)[CH:28]=[CH:27][N:26]=1. The catalyst class is: 20. (3) Reactant: [F:1][C:2]1[CH:7]=[CH:6][CH:5]=[CH:4][C:3]=1[C@:8]1([CH3:16])[C@H:12]2[CH2:13][O:14][CH2:15][C@H:11]2[O:10][NH:9]1.C([O-])=O.[NH4+]. Product: [NH2:9][C@@:8]([C@H:12]1[CH2:13][O:14][CH2:15][C@H:11]1[OH:10])([C:3]1[CH:4]=[CH:5][CH:6]=[CH:7][C:2]=1[F:1])[CH3:16]. The catalyst class is: 29.